From a dataset of Forward reaction prediction with 1.9M reactions from USPTO patents (1976-2016). Predict the product of the given reaction. (1) Given the reactants [I:1][C:2]1[CH:3]=[CH:4][C:5]([C:8]2([NH2:11])[CH2:10][CH2:9]2)=[N:6][CH:7]=1.[CH3:12][C:13]([O:16][C:17](O[C:17]([O:16][C:13]([CH3:15])([CH3:14])[CH3:12])=[O:18])=[O:18])([CH3:15])[CH3:14].C(N(CC)CC)C, predict the reaction product. The product is: [C:13]([O:16][C:17](=[O:18])[NH:11][C:8]1([C:5]2[CH:4]=[CH:3][C:2]([I:1])=[CH:7][N:6]=2)[CH2:9][CH2:10]1)([CH3:15])([CH3:14])[CH3:12]. (2) Given the reactants [Li+].C[Si]([N-][Si](C)(C)C)(C)C.[O:11]=[S:12]1(=[O:34])[N:20]([C:21]2[CH:28]=[CH:27][C:24]([C:25]#[N:26])=[C:23]([C:29]([F:32])([F:31])[F:30])[CH:22]=2)[CH2:19][C@@H:18]2[C@H:13]1[C@H:14]1[CH2:33][C@@H:17]2[CH:16]=[CH:15]1.[CH2:35]([O:42][CH2:43]Cl)[C:36]1[CH:41]=[CH:40][CH:39]=[CH:38][CH:37]=1, predict the reaction product. The product is: [CH2:35]([O:42][CH2:43][C@:13]12[S:12](=[O:11])(=[O:34])[N:20]([C:21]3[CH:28]=[CH:27][C:24]([C:25]#[N:26])=[C:23]([C:29]([F:32])([F:30])[F:31])[CH:22]=3)[CH2:19][C@H:18]1[C@@H:17]1[CH2:33][C@H:14]2[CH:15]=[CH:16]1)[C:36]1[CH:41]=[CH:40][CH:39]=[CH:38][CH:37]=1. (3) The product is: [CH2:1]([O:8][C@H:9]1[C@@H:15]([O:16][CH2:17][C:18]2[CH:23]=[CH:22][CH:21]=[CH:20][CH:19]=2)[C@H:14]([O:24][CH2:25][C:26]2[CH:27]=[CH:28][CH:29]=[CH:30][CH:31]=2)[C@@H:13]([CH2:32][O:33][CH2:34][C:35]2[CH:36]=[CH:37][CH:38]=[CH:39][CH:40]=2)[O:12][CH:10]1[O:11][CH2:49][C:48]([OH:51])=[O:47])[C:2]1[CH:3]=[CH:4][CH:5]=[CH:6][CH:7]=1. Given the reactants [CH2:1]([O:8][C@H:9]1[C@@H:15]([O:16][CH2:17][C:18]2[CH:23]=[CH:22][CH:21]=[CH:20][CH:19]=2)[C@H:14]([O:24][CH2:25][C:26]2[CH:31]=[CH:30][CH:29]=[CH:28][CH:27]=2)[C@@H:13]([CH2:32][O:33][CH2:34][C:35]2[CH:40]=[CH:39][CH:38]=[CH:37][CH:36]=2)[O:12][CH:10]1[OH:11])[C:2]1[CH:7]=[CH:6][CH:5]=[CH:4][CH:3]=1.[OH-].[K+].C([O:47][C:48](=[O:51])[CH2:49]Br)(C)(C)C.COC(C)(C)C, predict the reaction product.